Task: Predict the reactants needed to synthesize the given product.. Dataset: Full USPTO retrosynthesis dataset with 1.9M reactions from patents (1976-2016) (1) The reactants are: [I:1][C:2]1[CH:7]=[CH:6][CH:5]=[CH:4][C:3]=1[NH:8][C:9](=[O:15])[C:10]#[C:11][CH:12]([CH3:14])[CH3:13].C(=O)([O-])[O-].[Cs+].[Cs+].[CH3:22][O:23][C:24](=[O:33])[C:25]1[CH:30]=[CH:29][CH:28]=[C:27]([CH2:31]Br)[CH:26]=1. Given the product [CH3:22][O:23][C:24](=[O:33])[C:25]1[CH:30]=[CH:29][CH:28]=[C:27]([CH2:31][N:8]([C:3]2[CH:4]=[CH:5][CH:6]=[CH:7][C:2]=2[I:1])[C:9](=[O:15])[C:10]#[C:11][CH:12]([CH3:13])[CH3:14])[CH:26]=1, predict the reactants needed to synthesize it. (2) The reactants are: [O:1]=[C:2]1[NH:7][C:6]2[CH:8]=[C:9]([C:12]([OH:14])=O)[CH:10]=[CH:11][C:5]=2[S:4][CH2:3]1.[CH3:15][O:16][C:17]1[CH:18]=[C:19]2[C:28](=[CH:29][CH:30]=1)[N:27]=[CH:26][C:25]1[O:24][CH2:23][CH:22]([N:31]3[CH2:36][CH2:35][CH:34]([NH2:37])[CH2:33][CH2:32]3)[CH2:21][C:20]2=1.ON1C2C=CC=CC=2N=N1.Cl.CN(C)CCCN=C=NCC.C(N(CC)C(C)C)(C)C. Given the product [CH3:15][O:16][C:17]1[CH:18]=[C:19]2[C:28](=[CH:29][CH:30]=1)[N:27]=[CH:26][C:25]1[O:24][CH2:23][CH:22]([N:31]3[CH2:32][CH2:33][CH:34]([NH:37][C:12]([C:9]4[CH:10]=[CH:11][C:5]5[S:4][CH2:3][C:2](=[O:1])[NH:7][C:6]=5[CH:8]=4)=[O:14])[CH2:35][CH2:36]3)[CH2:21][C:20]2=1, predict the reactants needed to synthesize it. (3) Given the product [F:19][C:20]1[CH:25]=[C:24]([C:3]2[C:8]([CH3:9])=[CH:7][N:6]=[C:5]([O:10][CH3:11])[C:4]=2[CH3:12])[CH:23]=[CH:22][C:21]=1[C:35]1[N:39]([C@H:40]2[CH2:44][CH2:43][O:42][CH2:41]2)[N:38]=[CH:37][C:36]=1[C:45]([O:47][CH2:48][CH3:49])=[O:46], predict the reactants needed to synthesize it. The reactants are: O.I[C:3]1[C:8]([CH3:9])=[CH:7][N:6]=[C:5]([O:10][CH3:11])[C:4]=1[CH3:12].C(=O)([O-])[O-].[Cs+].[Cs+].[F:19][C:20]1[CH:25]=[C:24](B2OC(C)(C)C(C)(C)O2)[CH:23]=[CH:22][C:21]=1[C:35]1[N:39]([C@H:40]2[CH2:44][CH2:43][O:42][CH2:41]2)[N:38]=[CH:37][C:36]=1[C:45]([O:47][CH2:48][CH3:49])=[O:46]. (4) Given the product [Cl:21][CH2:17][CH2:16][CH2:15][NH:14][C:13]1[C:12]2[C:7](=[CH:8][CH:9]=[CH:10][CH:11]=2)[N:6]=[CH:5][C:4]=1[N+:1]([O-:3])=[O:2], predict the reactants needed to synthesize it. The reactants are: [N+:1]([C:4]1[CH:5]=[N:6][C:7]2[C:12]([C:13]=1[NH:14][CH2:15][CH2:16][CH2:17]O)=[CH:11][CH:10]=[CH:9][CH:8]=2)([O-:3])=[O:2].S(Cl)([Cl:21])=O. (5) The reactants are: [F:1][C:2]1[CH:3]=[C:4]2[C:8](=[CH:9][CH:10]=1)[NH:7][C:6](=[O:11])[C:5]2=[C:12]1[C:20]2[C:15](=[CH:16][C:17]([CH2:21][CH2:22][CH2:23][OH:24])=[CH:18][CH:19]=2)[CH2:14][O:13]1.C(N(CC)CC)C.[CH3:32][S:33](Cl)(=[O:35])=[O:34].O. Given the product [F:1][C:2]1[CH:3]=[C:4]2[C:8](=[CH:9][CH:10]=1)[NH:7][C:6](=[O:11])[C:5]2=[C:12]1[C:20]2[C:15](=[CH:16][C:17]([CH2:21][CH2:22][CH2:23][O:24][S:33]([CH3:32])(=[O:35])=[O:34])=[CH:18][CH:19]=2)[CH2:14][O:13]1, predict the reactants needed to synthesize it. (6) Given the product [NH2:8][C:9]1[C:14]([C:15]([C:17]2[CH:22]=[C:21]([F:23])[CH:20]=[CH:19][C:18]=2[O:24][CH3:25])=[O:16])=[CH:13][CH:2]=[C:11]([NH:26][CH:27]2[CH2:32][CH2:31][N:30]([S:36]([CH2:33][CH2:34][CH3:35])(=[O:38])=[O:37])[CH2:29][CH2:28]2)[N:10]=1, predict the reactants needed to synthesize it. The reactants are: F[C:2](F)(F)C(O)=O.[NH2:8][C:9]1[C:14]([C:15]([C:17]2[CH:22]=[C:21]([F:23])[CH:20]=[CH:19][C:18]=2[O:24][CH3:25])=[O:16])=[CH:13]N=[C:11]([NH:26][CH:27]2[CH2:32][CH2:31][NH:30][CH2:29][CH2:28]2)[N:10]=1.[CH2:33]([S:36](Cl)(=[O:38])=[O:37])[CH2:34][CH3:35]. (7) Given the product [O:17]=[C:13]1[CH2:12][CH2:11][C:10]2[C:15](=[CH:16][C:7]([C:20]#[N:21])=[CH:8][CH:9]=2)[NH:14]1, predict the reactants needed to synthesize it. The reactants are: FC(F)(F)S(O[C:7]1[CH:16]=[C:15]2[C:10]([CH2:11][CH2:12][C:13](=[O:17])[NH:14]2)=[CH:9][CH:8]=1)(=O)=O.[CH3:20][N:21](C=O)C. (8) The reactants are: Br[C:2]1[CH:7]=[C:6]([F:8])[CH:5]=[C:4]([F:9])[CH:3]=1.[Mg].[CH2:11]([N:18]1[CH2:22][CH2:21][C:20](=[O:23])[CH2:19]1)[C:12]1[CH:17]=[CH:16][CH:15]=[CH:14][CH:13]=1. Given the product [CH2:11]([N:18]1[CH2:22][CH2:21][C:20]([C:2]2[CH:7]=[C:6]([F:8])[CH:5]=[C:4]([F:9])[CH:3]=2)([OH:23])[CH2:19]1)[C:12]1[CH:13]=[CH:14][CH:15]=[CH:16][CH:17]=1, predict the reactants needed to synthesize it. (9) Given the product [NH:13]([C:8](=[O:10])[CH2:7][CH2:6][CH2:5][NH:4][C:2]([NH2:1])=[S:3])[NH2:14], predict the reactants needed to synthesize it. The reactants are: [NH2:1][C:2]([NH:4][CH2:5][CH2:6][CH2:7][C:8]([O:10]C)=O)=[S:3].O.[NH2:13][NH2:14].